This data is from Forward reaction prediction with 1.9M reactions from USPTO patents (1976-2016). The task is: Predict the product of the given reaction. (1) Given the reactants [C:1]([NH:9][C:10]1[CH:15]=[CH:14][C:13]([C:16]2[CH:24]=[C:23]3[C:19]([CH2:20][N:21]([C@@H:26]([CH:31]([CH3:33])[CH3:32])[C:27]([O:29]C)=[O:28])[C:22]3=[O:25])=[CH:18][CH:17]=2)=[CH:12][CH:11]=1)(=[O:8])[C:2]1[CH:7]=[CH:6][CH:5]=[CH:4][CH:3]=1.[Li+].[OH-].Cl, predict the reaction product. The product is: [C:1]([NH:9][C:10]1[CH:11]=[CH:12][C:13]([C:16]2[CH:24]=[C:23]3[C:19]([CH2:20][N:21]([C@@H:26]([CH:31]([CH3:33])[CH3:32])[C:27]([OH:29])=[O:28])[C:22]3=[O:25])=[CH:18][CH:17]=2)=[CH:14][CH:15]=1)(=[O:8])[C:2]1[CH:7]=[CH:6][CH:5]=[CH:4][CH:3]=1. (2) Given the reactants [C:1]12([CH2:11][O:12][C:13]3[C:21]([F:22])=[CH:20][C:16]([C:17](O)=[O:18])=[C:15]([F:23])[C:14]=3[Cl:24])[CH2:10][CH:5]3[CH2:6][CH:7]([CH2:9][CH:3]([CH2:4]3)[CH2:2]1)[CH2:8]2.[CH3:25][S:26]([NH2:29])(=[O:28])=[O:27], predict the reaction product. The product is: [C:1]12([CH2:11][O:12][C:13]3[C:21]([F:22])=[CH:20][C:16]([C:17]([NH:29][S:26]([CH3:25])(=[O:28])=[O:27])=[O:18])=[C:15]([F:23])[C:14]=3[Cl:24])[CH2:10][CH:5]3[CH2:6][CH:7]([CH2:9][CH:3]([CH2:4]3)[CH2:2]1)[CH2:8]2. (3) Given the reactants C[O:2][C:3]1[CH:8]=[CH:7][C:6]([CH2:9][CH2:10][CH2:11][C:12]([OH:14])=[O:13])=[CH:5][CH:4]=1.Br, predict the reaction product. The product is: [OH:2][C:3]1[CH:4]=[CH:5][C:6]([CH2:9][CH2:10][CH2:11][C:12]([OH:14])=[O:13])=[CH:7][CH:8]=1. (4) Given the reactants [Cl:1][C:2]1[CH:7]=[CH:6][C:5]([N:8]2[CH2:13][CH2:12][N:11]([C:14](=[O:27])[C@H:15]([NH:19]C(=O)OC(C)(C)C)[CH:16]([CH3:18])[CH3:17])[CH2:10][C:9]2([CH3:29])[CH3:28])=[CH:4][CH:3]=1, predict the reaction product. The product is: [ClH:1].[NH2:19][C@H:15]([CH:16]([CH3:18])[CH3:17])[C:14]([N:11]1[CH2:12][CH2:13][N:8]([C:5]2[CH:6]=[CH:7][C:2]([Cl:1])=[CH:3][CH:4]=2)[C:9]([CH3:28])([CH3:29])[CH2:10]1)=[O:27].